This data is from Forward reaction prediction with 1.9M reactions from USPTO patents (1976-2016). The task is: Predict the product of the given reaction. Given the reactants [CH2:1]([O:5][C:6]([C:8]1[N:9]=[C:10]([CH:26]=[CH2:27])[C:11]2[C:16]([C:17]=1[OH:18])=[CH:15][CH:14]=[C:13]([O:19][C:20]1[CH:25]=[CH:24][CH:23]=[CH:22][CH:21]=1)[CH:12]=2)=[O:7])[CH2:2][CH2:3][CH3:4].C1C=CC(C([C@@H]2OC[C@H](NCC3C=CC(F)=CC=3)C(O)C2)C2C=CC=CC=2)=CC=1, predict the reaction product. The product is: [CH2:1]([O:5][C:6]([C:8]1[N:9]=[C:10]([CH2:26][CH3:27])[C:11]2[C:16]([C:17]=1[OH:18])=[CH:15][CH:14]=[C:13]([O:19][C:20]1[CH:25]=[CH:24][CH:23]=[CH:22][CH:21]=1)[CH:12]=2)=[O:7])[CH2:2][CH2:3][CH3:4].